Dataset: Forward reaction prediction with 1.9M reactions from USPTO patents (1976-2016). Task: Predict the product of the given reaction. (1) The product is: [N:1]([C:2]1[CH:3]=[CH:4][C:5]([CH3:21])=[C:6]([C:8]2[C:9](=[O:20])[N:10]([CH3:19])[C:11]3[C:16]([CH:17]=2)=[CH:15][N:14]=[C:13]([CH3:18])[CH:12]=3)[CH:7]=1)=[C:22]=[S:23]. Given the reactants [NH2:1][C:2]1[CH:3]=[CH:4][C:5]([CH3:21])=[C:6]([C:8]2[C:9](=[O:20])[N:10]([CH3:19])[C:11]3[C:16]([CH:17]=2)=[CH:15][N:14]=[C:13]([CH3:18])[CH:12]=3)[CH:7]=1.[C:22](N1C=CC=CC1=O)(N1C=CC=CC1=O)=[S:23], predict the reaction product. (2) Given the reactants C([O-])([O-])=O.[K+].[K+].[N+](C1C=C([N+]([O-])=O)C=CC=1[O-])([O-])=O.[NH2:20][N+:21]1[CH:26]=[CH:25][C:24]([NH:27][C:28]([O:30][C:31]([CH3:34])([CH3:33])[CH3:32])=[O:29])=[C:23]([F:35])[CH:22]=1.[C:36]([O:40][CH2:41][CH3:42])(=[O:39])[C:37]#[CH:38], predict the reaction product. The product is: [C:31]([O:30][C:28]([NH:27][C:24]1[CH:25]=[CH:26][N:21]2[N:20]=[CH:38][C:37]([C:36]([O:40][CH2:41][CH3:42])=[O:39])=[C:22]2[C:23]=1[F:35])=[O:29])([CH3:32])([CH3:34])[CH3:33].